From a dataset of Reaction yield outcomes from USPTO patents with 853,638 reactions. Predict the reaction yield, written as a fraction of the theoretical maximum amount of product (1.0 means a 100% yield; for example, 0.34 means a 34% yield). (1) The reactants are [NH2:1][C:2]1[N:6]([C:7]2[CH:8]=[C:9]([CH:16]=[CH:17][C:18]=2[CH3:19])[C:10]([NH:12][CH:13]2[CH2:15][CH2:14]2)=[O:11])[CH:5]=[N:4][C:3]=1[C:20](=[O:28])[C:21]1[CH:26]=[CH:25][CH:24]=[C:23](Br)[CH:22]=1.O.O1[CH2:35][CH2:34]OCC1. The catalyst is C1C=CC([P]([Pd]([P](C2C=CC=CC=2)(C2C=CC=CC=2)C2C=CC=CC=2)([P](C2C=CC=CC=2)(C2C=CC=CC=2)C2C=CC=CC=2)[P](C2C=CC=CC=2)(C2C=CC=CC=2)C2C=CC=CC=2)(C2C=CC=CC=2)C2C=CC=CC=2)=CC=1. The product is [NH2:1][C:2]1[N:6]([C:7]2[CH:8]=[C:9]([CH:16]=[CH:17][C:18]=2[CH3:19])[C:10]([NH:12][CH:13]2[CH2:15][CH2:14]2)=[O:11])[CH:5]=[N:4][C:3]=1[C:20](=[O:28])[C:21]1[CH:26]=[CH:25][CH:24]=[C:23]([C:35]2[CH:34]=[N:4][CH:3]=[CH:2][N:1]=2)[CH:22]=1. The yield is 0.630. (2) The reactants are [NH2:1][C:2]1[CH:3]=[CH:4][C:5]([C:8]2[CH:13]=[CH:12][C:11]([C:14]34[CH2:21][CH2:20][C:17]([CH2:22][C:23]([O:25][CH3:26])=[O:24])([CH2:18][CH2:19]3)[O:16][CH2:15]4)=[CH:10][CH:9]=2)=[N:6][CH:7]=1.C(O)[C:28]1[CH:33]=[CH:32][CH:31]=[CH:30][CH:29]=1. The catalyst is CC(C)[O-].[Ti+4].CC(C)[O-].CC(C)[O-].CC(C)[O-]. The product is [NH2:1][C:2]1[CH:3]=[CH:4][C:5]([C:8]2[CH:9]=[CH:10][C:11]([C:14]34[CH2:19][CH2:18][C:17]([CH2:22][C:23]([O:25][CH2:26][C:28]5[CH:33]=[CH:32][CH:31]=[CH:30][CH:29]=5)=[O:24])([CH2:20][CH2:21]3)[O:16][CH2:15]4)=[CH:12][CH:13]=2)=[N:6][CH:7]=1. The yield is 0.430. (3) The reactants are [CH2:1]([N:3]([CH2:20][CH3:21])[CH2:4][CH2:5][NH:6]C(C1C=CC2C(=CC=C(I)C=2)C=1)=O)[CH3:2].[I:22][C:23]1[CH:33]=[CH:32][C:26]([C:27]([O:29]CC)=O)=[CH:25][N:24]=1.ClCCl.C(O)C. The catalyst is C(Cl)(Cl)(Cl)Cl. The product is [CH2:1]([N:3]([CH2:20][CH3:21])[CH2:4][CH2:5][NH:6][C:27](=[O:29])[C:26]1[CH:32]=[CH:33][C:23]([I:22])=[N:24][CH:25]=1)[CH3:2]. The yield is 0.980.